Dataset: Forward reaction prediction with 1.9M reactions from USPTO patents (1976-2016). Task: Predict the product of the given reaction. (1) Given the reactants [C:1]([C:3]1[C:4]([C:17]2[CH:22]=[CH:21][C:20]([Cl:23])=[CH:19][C:18]=2[Cl:24])=[C:5]([C:14](O)=[O:15])[S:6][C:7]=1[N:8]1[CH2:13][CH2:12][O:11][CH2:10][CH2:9]1)#[N:2].C1C=CC2N(O)N=[N:31]C=2C=1.CCN=C=NCCCN(C)C.N, predict the reaction product. The product is: [C:1]([C:3]1[C:4]([C:17]2[CH:22]=[CH:21][C:20]([Cl:23])=[CH:19][C:18]=2[Cl:24])=[C:5]([C:14]([NH2:31])=[O:15])[S:6][C:7]=1[N:8]1[CH2:13][CH2:12][O:11][CH2:10][CH2:9]1)#[N:2]. (2) Given the reactants [C:1]([C:5]1[CH:9]=[C:8]([NH2:10])[N:7]([C:11]2[CH:16]=[CH:15][CH:14]=[C:13]([C:17]([F:20])([F:19])[F:18])[CH:12]=2)[N:6]=1)([CH3:4])([CH3:3])[CH3:2].Cl[C:22]([O:24][C:25]1[CH:30]=[CH:29][CH:28]=[CH:27][CH:26]=1)=[O:23], predict the reaction product. The product is: [C:1]([C:5]1[CH:9]=[C:8]([NH:10][C:22](=[O:23])[O:24][C:25]2[CH:30]=[CH:29][CH:28]=[CH:27][CH:26]=2)[N:7]([C:11]2[CH:16]=[CH:15][CH:14]=[C:13]([C:17]([F:19])([F:20])[F:18])[CH:12]=2)[N:6]=1)([CH3:4])([CH3:2])[CH3:3].